Task: Predict the reaction yield, written as a fraction of the theoretical maximum amount of product (1.0 means a 100% yield; for example, 0.34 means a 34% yield).. Dataset: Reaction yield outcomes from USPTO patents with 853,638 reactions (1) The reactants are [C:1]([C:9]1[CH:14]=[CH:13][CH:12]=[CH:11][C:10]=1[S:15][CH2:16][C:17]([CH2:24][CH3:25])([CH2:20][CH2:21][CH2:22][CH3:23])[CH:18]=O)(=O)[C:2]1[CH:7]=[CH:6][CH:5]=[CH:4][CH:3]=1. The catalyst is COCCOC.[Cl-].[Na+].O.[Zn]. The product is [CH2:20]([C:17]1([CH2:24][CH3:25])[CH:18]=[C:1]([C:2]2[CH:7]=[CH:6][CH:5]=[CH:4][CH:3]=2)[C:9]2[CH:14]=[CH:13][CH:12]=[CH:11][C:10]=2[S:15][CH2:16]1)[CH2:21][CH2:22][CH3:23]. The yield is 0.430. (2) The reactants are [Br:1][C:2]1[CH:7]=[C:6]([N+:8]([O-:10])=[O:9])[CH:5]=[C:4]([CH3:11])[C:3]=1[C@H:12]([OH:15])[CH2:13][OH:14].N1C=CC=CC=1.[C:22](Cl)([C:24]([CH3:27])([CH3:26])[CH3:25])=[O:23].C([O-])(O)=O.[Na+]. The catalyst is C(Cl)Cl. The product is [C:22]([O:14][CH2:13][C@H:12]([C:3]1[C:4]([CH3:11])=[CH:5][C:6]([N+:8]([O-:10])=[O:9])=[CH:7][C:2]=1[Br:1])[OH:15])(=[O:23])[C:24]([CH3:27])([CH3:26])[CH3:25]. The yield is 0.770. (3) The reactants are [C:1]([O:5][C:6]([N:8]1[CH2:12][CH2:11][CH2:10][C@@H:9]1[C:13](=[O:24])[NH:14][C:15]1[CH:16]([O:21][CH2:22][CH3:23])[O:17][C:18](=[O:20])[CH:19]=1)=[O:7])([CH3:4])([CH3:3])[CH3:2].N#N.[H][H].ClCCl. The catalyst is C1(C)C=CC=CC=1. The product is [C:1]([O:5][C:6]([N:8]1[CH2:12][CH2:11][CH2:10][C@@H:9]1[C:13](=[O:24])[NH:14][CH:15]1[CH2:19][C:18](=[O:20])[O:17][CH:16]1[O:21][CH2:22][CH3:23])=[O:7])([CH3:4])([CH3:3])[CH3:2]. The yield is 1.00. (4) The reactants are [CH:1]1([C:11](C2CCCCCCCCC2)(C2CCCCCCCCC2)[OH:12])[CH2:10][CH2:9][CH2:8][CH2:7][CH2:6][CH2:5][CH2:4][CH2:3][CH2:2]1.[C:33]([OH:37])(=[O:36])[CH:34]=[CH2:35].CS(O)(=O)=O. The catalyst is COC1C=CC(O)=CC=1.CCCCCCC. The product is [C:33]([OH:37])(=[O:36])[CH:34]=[CH2:35].[CH:1]1([CH2:11][OH:12])[CH2:10][CH2:9][CH2:8][CH2:7][CH2:6][CH2:5][CH2:4][CH2:3][CH2:2]1.[CH:1]1([CH2:11][OH:12])[CH2:10][CH2:9][CH2:8][CH2:7][CH2:6][CH2:5][CH2:4][CH2:3][CH2:2]1.[CH:1]1([CH2:11][OH:12])[CH2:10][CH2:9][CH2:8][CH2:7][CH2:6][CH2:5][CH2:4][CH2:3][CH2:2]1. The yield is 0.973. (5) The reactants are [Br:1][C:2]1[C:3]([F:12])=[C:4]2[C:10]([NH2:11])=[CH:9][NH:8][C:5]2=[N:6][CH:7]=1.[CH3:13][N:14]1[C:19](=[O:20])[CH:18]=[CH:17][C:16]([C:21](O)=[O:22])=[CH:15]1.C1N(P(Cl)(N2C(=O)OCC2)=O)C(=O)OC1.[Li+].[OH-]. The catalyst is C(Cl)Cl.O. The product is [Br:1][C:2]1[C:3]([F:12])=[C:4]2[C:10]([NH:11][C:21]([C:16]3[CH:17]=[CH:18][C:19](=[O:20])[N:14]([CH3:13])[CH:15]=3)=[O:22])=[CH:9][NH:8][C:5]2=[N:6][CH:7]=1. The yield is 0.690. (6) The reactants are [Cl:1][C:2]1[O:6][C:5]([CH2:7][C:8]2[CH:15]=[CH:14][C:11]([CH:12]=O)=[CH:10][CH:9]=2)=[CH:4][CH:3]=1.[N+:16]([CH3:19])([O-:18])=[O:17].C([O-])(=O)C.[NH4+].[BH4-].[Na+]. The catalyst is O.C(O)(=O)C. The product is [Cl:1][C:2]1[O:6][C:5]([CH2:7][C:8]2[CH:15]=[CH:14][C:11]([CH2:12][CH2:19][N+:16]([O-:18])=[O:17])=[CH:10][CH:9]=2)=[CH:4][CH:3]=1. The yield is 0.620. (7) The reactants are [CH2:1]([O:8][C:9]([NH:11][C@@H:12]([C:19]1[CH:20]=[C:21]([NH:25][C:26]([O:28][CH2:29][CH2:30][C:31]2[CH:36]=[CH:35][C:34](B(O)O)=[CH:33][C:32]=2[CH3:40])=[O:27])[CH:22]=[CH:23][CH:24]=1)[CH2:13][C:14]([O:16][CH2:17][CH3:18])=[O:15])=[O:10])[C:2]1[CH:7]=[CH:6][CH:5]=[CH:4][CH:3]=1.[NH2:41][C:42]1[CH:43]=[C:44]2[C:49](=[CH:50][CH:51]=1)[C:48]([N:52]([C:60]([O:62][C:63]([CH3:66])([CH3:65])[CH3:64])=[O:61])[C:53]([O:55][C:56]([CH3:59])([CH3:58])[CH3:57])=[O:54])=[N:47][CH:46]=[CH:45]2.O.[C:68]([OH:72])(=[O:71])[CH:69]=O. No catalyst specified. The product is [CH2:1]([O:8][C:9]([NH:11][C@@H:12]([C:19]1[CH:20]=[C:21]([NH:25][C:26]([O:28][CH2:29][CH2:30][C:31]2[CH:36]=[CH:35][C:34]([CH:69]([NH:41][C:42]3[CH:43]=[C:44]4[C:49](=[CH:50][CH:51]=3)[C:48]([N:52]([C:53]([O:55][C:56]([CH3:57])([CH3:58])[CH3:59])=[O:54])[C:60]([O:62][C:63]([CH3:66])([CH3:65])[CH3:64])=[O:61])=[N:47][CH:46]=[CH:45]4)[C:68]([OH:72])=[O:71])=[CH:33][C:32]=2[CH3:40])=[O:27])[CH:22]=[CH:23][CH:24]=1)[CH2:13][C:14]([O:16][CH2:17][CH3:18])=[O:15])=[O:10])[C:2]1[CH:7]=[CH:6][CH:5]=[CH:4][CH:3]=1. The yield is 0.440. (8) The reactants are [CH2:1]([C:3]1[CH:4]=[C:5]([NH:10][C:11](=[O:17])[O:12][C:13]([CH3:16])([CH3:15])[CH3:14])[CH:6]=[CH:7][C:8]=1[OH:9])[CH3:2].C(=O)([O-])[O-].[K+].[K+].Cl.Cl[CH2:26][CH2:27][N:28]1[CH2:32][CH2:31][CH2:30][CH2:29]1. The catalyst is C(#N)C. The product is [CH2:1]([C:3]1[CH:4]=[C:5]([NH:10][C:11](=[O:17])[O:12][C:13]([CH3:16])([CH3:15])[CH3:14])[CH:6]=[CH:7][C:8]=1[O:9][CH2:26][CH2:27][N:28]1[CH2:32][CH2:31][CH2:30][CH2:29]1)[CH3:2]. The yield is 0.639.